Dataset: Full USPTO retrosynthesis dataset with 1.9M reactions from patents (1976-2016). Task: Predict the reactants needed to synthesize the given product. (1) The reactants are: [Br:1][C:2]1[CH:3]=[C:4]([O:13][C@@H:14]([C@@H:16]2[CH2:20][C:19](=[O:21])[N:18]([C@@H:22]([C:24]3[CH:29]=[CH:28][C:27]([O:30][CH3:31])=[CH:26][CH:25]=3)[CH3:23])[CH2:17]2)[CH3:15])[C:5]2[N:6]([N:8]=[CH:9][C:10]=2[CH:11]=O)[CH:7]=1.Cl.[NH2:33][OH:34].C(=O)(O)[O-].[Na+]. Given the product [Br:1][C:2]1[CH:3]=[C:4]([O:13][C@@H:14]([C@@H:16]2[CH2:20][C:19](=[O:21])[N:18]([C@@H:22]([C:24]3[CH:29]=[CH:28][C:27]([O:30][CH3:31])=[CH:26][CH:25]=3)[CH3:23])[CH2:17]2)[CH3:15])[C:5]2[N:6]([N:8]=[CH:9][C:10]=2/[CH:11]=[N:33]/[OH:34])[CH:7]=1, predict the reactants needed to synthesize it. (2) Given the product [Br:11][C:12]1[C:13]([Cl:19])=[C:14]([O:10][CH:8]2[CH2:7][NH:6][CH2:5][C:4]3[CH:3]=[CH:2][O:1][C:9]2=3)[CH:15]=[CH:16][CH:17]=1, predict the reactants needed to synthesize it. The reactants are: [O:1]1[C:9]2[CH:8]([OH:10])[CH2:7][NH:6][CH2:5][C:4]=2[CH:3]=[CH:2]1.[Br:11][C:12]1[C:13]([Cl:19])=[C:14](F)[CH:15]=[CH:16][CH:17]=1. (3) Given the product [Cl:1][C:2]1[CH:27]=[C:26]([Cl:28])[CH:25]=[CH:24][C:3]=1[CH2:4][O:5][C:6]1[C:11]([CH3:12])=[C:10]([OH:13])[CH:9]=[CH:8][C:7]=1/[CH:17]=[CH:18]/[C:19]([O:21][CH2:22][CH3:23])=[O:20], predict the reactants needed to synthesize it. The reactants are: [Cl:1][C:2]1[CH:27]=[C:26]([Cl:28])[CH:25]=[CH:24][C:3]=1[CH2:4][O:5][C:6]1[C:11]([CH3:12])=[C:10]([O:13]COC)[CH:9]=[CH:8][C:7]=1/[CH:17]=[CH:18]/[C:19]([O:21][CH2:22][CH3:23])=[O:20].Cl.[OH-].[Na+]. (4) Given the product [CH3:21][C:16]1([C:12]2[CH:11]=[C:10]([CH2:9][OH:8])[CH:15]=[CH:14][N:13]=2)[O:17][CH2:18][CH2:19][O:20]1, predict the reactants needed to synthesize it. The reactants are: N#N.C([SiH2][O:8][C:9](C)(C)[C:10]1[CH:15]=[CH:14][N:13]=[C:12]([C:16]2([CH3:21])[O:20][CH2:19][CH2:18][O:17]2)[CH:11]=1)(C)(C)C.CCCC[N+](CCCC)(CCCC)CCCC.[F-].